Dataset: Reaction yield outcomes from USPTO patents with 853,638 reactions. Task: Predict the reaction yield, written as a fraction of the theoretical maximum amount of product (1.0 means a 100% yield; for example, 0.34 means a 34% yield). (1) The reactants are [Cl:1][C:2]1[CH:7]=[C:6]([CH:8]=C)[CH:5]=[C:4]([Cl:10])[C:3]=1[N:11]1[CH:28]=[C:14]2[C:15]([NH:20][C:21]3[CH:26]=[C:25]([CH3:27])[N:24]=[CH:23][N:22]=3)=[N:16][CH:17]=[C:18]([F:19])[C:13]2=[N:12]1.I([O-])(=O)(=O)=[O:30].[Na+]. The product is [Cl:1][C:2]1[CH:7]=[C:6]([CH:5]=[C:4]([Cl:10])[C:3]=1[N:11]1[CH:28]=[C:14]2[C:15]([NH:20][C:21]3[CH:26]=[C:25]([CH3:27])[N:24]=[CH:23][N:22]=3)=[N:16][CH:17]=[C:18]([F:19])[C:13]2=[N:12]1)[CH:8]=[O:30]. The yield is 0.660. The catalyst is CC(C)=O.O.[Os](=O)(=O)(=O)=O. (2) The reactants are C([O:3][C:4](=[O:15])[C:5]([CH3:14])([CH3:13])[CH2:6][CH2:7][CH2:8][CH2:9][CH2:10][CH:11]=[CH2:12])C.[Li+].[OH-]. The catalyst is C1COCC1.CO.O. The product is [CH3:13][C:5]([CH3:14])([CH2:6][CH2:7][CH2:8][CH2:9][CH2:10][CH:11]=[CH2:12])[C:4]([OH:15])=[O:3]. The yield is 0.940. (3) The reactants are Cl[C:2]1[CH:7]=[C:6]([O:8][C:9]2[CH:14]=[CH:13][C:12]([N+:15]([O-:17])=[O:16])=[CH:11][CH:10]=2)[N:5]=[CH:4][N:3]=1.[CH3:18][S:19][C:20]1[CH:26]=[CH:25][C:23]([NH2:24])=[CH:22][CH:21]=1.C(N(C(C)C)CC)(C)C. The catalyst is CN1CCCC1=O.CCCCCC.C(OCC)(=O)C.O. The product is [N+:15]([C:12]1[CH:13]=[CH:14][C:9]([O:8][C:6]2[N:5]=[CH:4][N:3]=[C:2]([NH:24][C:23]3[CH:25]=[CH:26][C:20]([S:19][CH3:18])=[CH:21][CH:22]=3)[CH:7]=2)=[CH:10][CH:11]=1)([O-:17])=[O:16]. The yield is 0.190. (4) The reactants are [CH2:1]([N:8]([CH2:38][C:39]1[CH:44]=[CH:43][CH:42]=[CH:41][CH:40]=1)[C@@H:9]1[CH2:13][C@H:12]([C:14](=O)[CH2:15][NH:16][C:17]2[N:18]=[C:19]3[CH:25]=[CH:24][N:23](S(C4C=CC(C)=CC=4)(=O)=O)[C:20]3=[N:21][CH:22]=2)[C@H:11]([CH3:37])[CH2:10]1)[C:2]1[CH:7]=[CH:6][CH:5]=[CH:4][CH:3]=1.C(O)(C(F)(F)F)=O.C(OC(C(F)(F)F)=O)(C(F)(F)F)=O.[OH-].[Na+].CC1CCCO1. The catalyst is C(#N)C.[Cl-].[Na+].O. The product is [CH2:1]([N:8]([CH2:38][C:39]1[CH:40]=[CH:41][CH:42]=[CH:43][CH:44]=1)[C@H:9]1[CH2:10][C@@H:11]([CH3:37])[C@@H:12]([C:14]2[N:18]3[C:19]4[CH:25]=[CH:24][NH:23][C:20]=4[N:21]=[CH:22][C:17]3=[N:16][CH:15]=2)[CH2:13]1)[C:2]1[CH:3]=[CH:4][CH:5]=[CH:6][CH:7]=1. The yield is 0.670. (5) The catalyst is C1COCC1.O. The product is [C:21]([O:20][C:18](=[O:17])[NH:8][CH2:7][C:6]1[CH:9]=[CH:10][C:3]([Br:2])=[CH:4][CH:5]=1)([CH3:24])([CH3:23])[CH3:22]. The yield is 0.909. The reactants are Cl.[Br:2][C:3]1[CH:10]=[CH:9][C:6]([CH2:7][NH2:8])=[CH:5][CH:4]=1.C(=O)([O-])[O-].[K+].[K+].[O:17](C(OC(C)(C)C)=O)[C:18]([O:20][C:21]([CH3:24])([CH3:23])[CH3:22])=O.CCOC(C)=O.